Dataset: Full USPTO retrosynthesis dataset with 1.9M reactions from patents (1976-2016). Task: Predict the reactants needed to synthesize the given product. (1) Given the product [ClH:36].[C@@H:11]12[CH2:12][C:13]([P:27]([OH:32])(=[O:28])[OH:31])([P:19]([OH:23])(=[O:20])[OH:24])[CH2:14][C@@H:15]1[CH2:16][CH2:17][CH2:18][NH:10]2, predict the reactants needed to synthesize it. The reactants are: C1(C)C=CC(S([N:10]2[CH2:18][CH2:17][CH2:16][C@@H:15]3[C@H:11]2[CH2:12][C:13]([P:27]([O:32]CC)(=[O:31])[O:28]CC)([P:19]([O:24]CC)(=[O:23])[O:20]CC)[CH2:14]3)(=O)=O)=CC=1.[ClH:36]. (2) Given the product [NH2:1][CH2:4][C@@H:5]([NH:12][C:13]([C:15]1[CH:19]=[CH:18][S:17][C:16]=1[NH:20][C:21]1[CH:26]=[CH:25][N:24]=[C:23]2[NH:27][CH:28]=[CH:29][C:22]=12)=[O:14])[C:6]1[CH:11]=[CH:10][CH:9]=[CH:8][CH:7]=1, predict the reactants needed to synthesize it. The reactants are: [N:1]([CH2:4][C@@H:5]([NH:12][C:13]([C:15]1[CH:19]=[CH:18][S:17][C:16]=1[NH:20][C:21]1[CH:26]=[CH:25][N:24]=[C:23]2[NH:27][CH:28]=[CH:29][C:22]=12)=[O:14])[C:6]1[CH:11]=[CH:10][CH:9]=[CH:8][CH:7]=1)=[N+]=[N-].[H][H].